From a dataset of Forward reaction prediction with 1.9M reactions from USPTO patents (1976-2016). Predict the product of the given reaction. (1) Given the reactants [C:1]([O:5][C:6]([N:8]1[CH2:12][C@@H:11]([CH2:13][NH:14][CH3:15])[C@H:10]([CH2:16][N:17]([CH:34]([CH3:36])[CH3:35])[C:18](=[O:33])[C:19]2[CH:24]=[CH:23][C:22]([O:25][CH3:26])=[C:21]([O:27][CH2:28][CH2:29][CH2:30][O:31][CH3:32])[CH:20]=2)[CH2:9]1)=[O:7])([CH3:4])([CH3:3])[CH3:2].[C:37]1([CH2:43][S:44](Cl)(=[O:46])=[O:45])[CH:42]=[CH:41][CH:40]=[CH:39][CH:38]=1.C(N(CC)CC)C.C([O-])(O)=O.[Na+], predict the reaction product. The product is: [C:1]([O:5][C:6]([N:8]1[CH2:12][C@@H:11]([CH2:13][N:14]([CH3:15])[S:44]([CH2:43][C:37]2[CH:42]=[CH:41][CH:40]=[CH:39][CH:38]=2)(=[O:46])=[O:45])[C@H:10]([CH2:16][N:17]([CH:34]([CH3:36])[CH3:35])[C:18](=[O:33])[C:19]2[CH:24]=[CH:23][C:22]([O:25][CH3:26])=[C:21]([O:27][CH2:28][CH2:29][CH2:30][O:31][CH3:32])[CH:20]=2)[CH2:9]1)=[O:7])([CH3:3])([CH3:4])[CH3:2]. (2) Given the reactants [CH3:1][C:2]1([CH3:7])[CH2:6][CH2:5][CH2:4][NH:3]1.[H-].[Na+].Br[C:11]1[C:12]2[N:13]([CH:18]=[CH:19][N:20]=2)[N:14]=[C:15]([Cl:17])[CH:16]=1, predict the reaction product. The product is: [Cl:17][C:15]1[CH:16]=[C:11]([N:3]2[CH2:4][CH2:5][CH2:6][C:2]2([CH3:7])[CH3:1])[C:12]2[N:13]([CH:18]=[CH:19][N:20]=2)[N:14]=1. (3) Given the reactants Cl[C:2]1[N:3]=[CH:4][C:5]2[C:10]([CH:11]=1)=[CH:9][CH:8]=[CH:7][CH:6]=2.[O-:12][CH2:13][CH3:14].[K+], predict the reaction product. The product is: [CH2:13]([O:12][C:2]1[N:3]=[CH:4][C:5]2[C:10]([CH:11]=1)=[CH:9][CH:8]=[CH:7][CH:6]=2)[CH3:14]. (4) Given the reactants C(O[C:9]([N:11]1[CH2:16][CH2:15][CH:14]([C@@H:17]([NH:19][C:20]([C:22]2[CH:23]=[C:24]3[C:28](=[CH:29][CH:30]=2)[N:27]([CH2:31][C:32]2[CH:37]=[CH:36][C:35]([C:38]4[C:39]([C:44]([OH:46])=[O:45])=[CH:40][CH:41]=[CH:42][CH:43]=4)=[CH:34][CH:33]=2)[C:26]([CH3:47])=[C:25]3[CH3:48])=[O:21])[CH3:18])[CH2:13][CH2:12]1)=[O:10])C1C=CC=CC=1.C(C1C=CC=C([C:59]2[CH:64]=[CH:63][C:62]([CH2:65][N:66]3C4C(=CC(C(=O)N[C@H](C5CCNCC5)C)=CC=4)C(C)=C3C)=[CH:61][CH:60]=2)C=1C(O)=O)(C)(C)C.N1CCCCC1.C(N=C=O)C1C=CC=CC=1.C(N(C(C)C)CC)(C)C, predict the reaction product. The product is: [CH2:65]([NH:66][C:9]([N:11]1[CH2:12][CH2:13][CH:14]([C@@H:17]([NH:19][C:20]([C:22]2[CH:23]=[C:24]3[C:28](=[CH:29][CH:30]=2)[N:27]([CH2:31][C:32]2[CH:37]=[CH:36][C:35]([C:38]4[C:39]([C:44]([OH:46])=[O:45])=[CH:40][CH:41]=[CH:42][CH:43]=4)=[CH:34][CH:33]=2)[C:26]([CH3:47])=[C:25]3[CH3:48])=[O:21])[CH3:18])[CH2:15][CH2:16]1)=[O:10])[C:62]1[CH:63]=[CH:64][CH:59]=[CH:60][CH:61]=1. (5) Given the reactants [CH3:1][NH:2][C:3]1[CH:8]=[CH:7][C:6]([C:9]([F:12])([F:11])[F:10])=[CH:5][N:4]=1.[Br:13]N1C(=O)CCC1=O.[Cl-].[NH4+], predict the reaction product. The product is: [CH3:1][NH:2][C:3]1[C:8]([Br:13])=[CH:7][C:6]([C:9]([F:12])([F:10])[F:11])=[CH:5][N:4]=1. (6) Given the reactants [CH3:1][C:2]([O-:5])(C)[CH3:3].[K+].[CH2:7]1C[O:10][CH2:9][CH2:8]1.OCCC[N:16]1[C:24]2[C:19](=CC=C[CH:23]=2)[C:18]([CH2:25][C:26]([NH2:28])=[O:27])=[CH:17]1.CO[C:31](=O)[C:32]([C:34]1[CH:35]=[CH:36][CH:37]=[C:38]2[C:42]=1[N:41](C)[CH:40]=[CH:39]2)=O.Cl.[CH3:46]N(C=O)C, predict the reaction product. The product is: [OH:10][CH2:9][CH2:8][CH2:7][C:37]1[C:38]2[C:42](=[C:34]3[C:32]4=[CH:31][N:28]([CH3:46])[C:26](=[O:27])[C:25]4=[C:18]4[C:17]([NH:16][C:24]5[CH:23]=[CH:1][C:2](=[O:5])[CH2:3][C:19]=54)=[C:35]3[CH:36]=1)[N:41]=[CH:40][CH:39]=2. (7) Given the reactants [Cl:1][C:2]1[CH:7]=[C:6]([N+:8]([O-:10])=[O:9])[CH:5]=[CH:4][C:3]=1[NH:11][C:12](=[O:18])[O:13][CH2:14][CH2:15][CH2:16]Cl.C(=O)([O-])[O-].[K+].[K+], predict the reaction product. The product is: [Cl:1][C:2]1[CH:7]=[C:6]([N+:8]([O-:10])=[O:9])[CH:5]=[CH:4][C:3]=1[N:11]1[CH2:16][CH2:15][CH2:14][O:13][C:12]1=[O:18]. (8) Given the reactants [O:1]=[O+][O-].C([C:6](=P(C1C=CC=CC=1)(C1C=CC=CC=1)C1C=CC=CC=1)[C:7]([C@@H:9]([NH:14][C:15](=[O:37])[O:16][C@H:17]([C:22]1[O:23][C:24]([C:27]2[CH:32]=[CH:31][C:30]([C:33]([F:36])([F:35])[F:34])=[CH:29][CH:28]=2)=[N:25][N:26]=1)[C:18]([CH3:21])([CH3:20])[CH3:19])[CH2:10][CH2:11][CH2:12][CH3:13])=[O:8])#N.[NH2:57][C:58]1[CH:62]=[CH:61][NH:60][N:59]=1, predict the reaction product. The product is: [O:1]=[C:6]([NH:57][C:58]1[NH:59][N:60]=[CH:61][CH:62]=1)[C:7]([C@@H:9]([NH:14][C:15](=[O:37])[O:16][C@H:17]([C:22]1[O:23][C:24]([C:27]2[CH:32]=[CH:31][C:30]([C:33]([F:34])([F:36])[F:35])=[CH:29][CH:28]=2)=[N:25][N:26]=1)[C:18]([CH3:20])([CH3:21])[CH3:19])[CH2:10][CH2:11][CH2:12][CH3:13])=[O:8]. (9) The product is: [F:1][C:2]1[C:3]2[C:16](=[C:15]([F:29])[C:14]3[C:5]([C:4]=2[F:36])=[C:6]([F:35])[C:7]2[C:12](=[CH:11][CH:10]=[CH:9][CH:8]=2)[C:13]=3[F:30])[C:17]([F:28])=[C:18]2[C:23]=1[CH:22]=[CH:21][CH:20]=[CH:19]2. Given the reactants [F:1][C:2]1[C:3]2[C:16]([C:17]([F:28])=[C:18]3[C:23]=1[C:22](F)=[C:21](F)[C:20](F)=[C:19]3F)=[C:15]([F:29])[C:14]1[C:5](=[C:6]([F:35])[C:7]3[C:12]([C:13]=1[F:30])=[C:11](F)[C:10](F)=[C:9](F)[C:8]=3F)[C:4]=2[F:36].FC1C2C(F)(F)C3C(F)(F)C4C(F)(F)C5C(=C(F)C(F)=C(F)C=5F)C(F)(F)C=4C(F)(F)C=3C(F)(F)C=2C(F)=C(F)C=1F, predict the reaction product. (10) The product is: [ClH:35].[F:1][C:2]1([CH3:34])[CH2:6][NH:5][C@H:4]([C:14]([NH:15][CH2:16][C:17]2[CH:22]=[C:21]([C:23]3[CH:24]=[N:25][C:26]([C:29]([F:30])([F:31])[F:32])=[CH:27][CH:28]=3)[N:20]=[CH:19][N:18]=2)=[O:33])[CH2:3]1. Given the reactants [F:1][C:2]1([CH3:34])[CH2:6][N:5](C(OC(C)(C)C)=O)[C@H:4]([C:14](=[O:33])[NH:15][CH2:16][C:17]2[CH:22]=[C:21]([C:23]3[CH:24]=[N:25][C:26]([C:29]([F:32])([F:31])[F:30])=[CH:27][CH:28]=3)[N:20]=[CH:19][N:18]=2)[CH2:3]1.[ClH:35], predict the reaction product.